From a dataset of Reaction yield outcomes from USPTO patents with 853,638 reactions. Predict the reaction yield, written as a fraction of the theoretical maximum amount of product (1.0 means a 100% yield; for example, 0.34 means a 34% yield). The reactants are [Cl:1][C:2]1[CH:16]=[C:15]([CH:17]=[O:18])[C:14]([O:19][CH3:20])=[CH:13][C:3]=1[O:4][CH2:5][C:6]([O:8]C(C)(C)C)=[O:7].FC(F)(F)C(O)=O. The catalyst is C(Cl)(Cl)Cl. The product is [Cl:1][C:2]1[CH:16]=[C:15]([CH:17]=[O:18])[C:14]([O:19][CH3:20])=[CH:13][C:3]=1[O:4][CH2:5][C:6]([OH:8])=[O:7]. The yield is 0.930.